This data is from Catalyst prediction with 721,799 reactions and 888 catalyst types from USPTO. The task is: Predict which catalyst facilitates the given reaction. (1) Reactant: [C:1]([O:5][C:6]([N:8]1[CH2:13][CH2:12][C:11]2[N:14]([CH3:46])[C:15]([C:17]3[C:22]([C:23]#[C:24][C:25]4[CH:30]=[CH:29][CH:28]=[C:27]([NH:31][C:32]([NH:34][C:35]5[CH:40]=[CH:39][C:38]([C:41]([F:44])([F:43])[F:42])=[CH:37][CH:36]=5)=[O:33])[CH:26]=4)=[CH:21][N:20]=[C:19]([NH2:45])[N:18]=3)=[CH:16][C:10]=2[C:9]1=[O:47])=[O:7])([CH3:4])([CH3:3])[CH3:2].[N:48]1[CH:53]=[CH:52][C:51]([CH:54]=O)=[CH:50][CH:49]=1.C(O)(C(F)(F)F)=O.[BH-](OC(C)=O)(OC(C)=O)OC(C)=O.[Na+].O.[OH-].[Na+]. Product: [C:1]([O:5][C:6]([N:8]1[CH2:13][CH2:12][C:11]2[N:14]([CH3:46])[C:15]([C:17]3[C:22]([C:23]#[C:24][C:25]4[CH:30]=[CH:29][CH:28]=[C:27]([NH:31][C:32]([NH:34][C:35]5[CH:40]=[CH:39][C:38]([C:41]([F:42])([F:44])[F:43])=[CH:37][CH:36]=5)=[O:33])[CH:26]=4)=[CH:21][N:20]=[C:19]([NH:45][CH2:54][C:51]4[CH:52]=[CH:53][N:48]=[CH:49][CH:50]=4)[N:18]=3)=[CH:16][C:10]=2[C:9]1=[O:47])=[O:7])([CH3:4])([CH3:3])[CH3:2]. The catalyst class is: 31. (2) Reactant: [C:1]([C:4]1[CH:5]=[C:6]([C:11]2[CH:16]=[CH:15][CH:14]=[C:13]([C:17]#[N:18])[CH:12]=2)[CH:7]=[CH:8][C:9]=1[OH:10])(=[O:3])[CH3:2].[C:19]([N:22]1[CH2:27][CH2:26][C:25](=O)[CH2:24][CH2:23]1)(=[O:21])[CH3:20].N1CCCC1. Product: [C:19]([N:22]1[CH2:27][CH2:26][C:25]2([CH2:2][C:1](=[O:3])[C:4]3[C:9](=[CH:8][CH:7]=[C:6]([C:11]4[CH:12]=[C:13]([CH:14]=[CH:15][CH:16]=4)[C:17]#[N:18])[CH:5]=3)[O:10]2)[CH2:24][CH2:23]1)(=[O:21])[CH3:20]. The catalyst class is: 5. (3) Reactant: Br[C:2]1[CH:7]=[CH:6][C:5]([C@@H:8]([N:10]2[CH2:15][CH2:14][C@@:13]([C:21]3[CH:26]=[CH:25][C:24]([F:27])=[CH:23][CH:22]=3)([CH2:16][C:17]([OH:20])([CH3:19])[CH3:18])[O:12][C:11]2=[O:28])[CH3:9])=[CH:4][CH:3]=1.[CH3:29][C:30]1([CH3:46])[C:34]([CH3:36])([CH3:35])[O:33][B:32]([B:32]2[O:33][C:34]([CH3:36])([CH3:35])[C:30]([CH3:46])([CH3:29])[O:31]2)[O:31]1.CC([O-])=O.[K+]. Product: [F:27][C:24]1[CH:25]=[CH:26][C:21]([C@:13]2([CH2:16][C:17]([OH:20])([CH3:19])[CH3:18])[O:12][C:11](=[O:28])[N:10]([C@H:8]([C:5]3[CH:6]=[CH:7][C:2]([B:32]4[O:33][C:34]([CH3:36])([CH3:35])[C:30]([CH3:46])([CH3:29])[O:31]4)=[CH:3][CH:4]=3)[CH3:9])[CH2:15][CH2:14]2)=[CH:22][CH:23]=1. The catalyst class is: 197. (4) Reactant: [CH2:1]([N:4]([CH2:27][CH2:28][C:29]([O:31][CH2:32][CH3:33])=[O:30])[C:5]([C:7]1[CH:26]=[CH:25][C:10]2[N:11]([CH3:24])[C:12]([CH2:14][NH:15][C:16]3[CH:21]=[CH:20][C:19]([C:22]#[N:23])=[CH:18][CH:17]=3)=[N:13][C:9]=2[CH:8]=1)=[O:6])[C:2]#[CH:3].[ClH:34].C(O)C.C(=O)([O-])[O-].[NH4+:42].[NH4+]. Product: [ClH:34].[CH2:1]([N:4]([CH2:27][CH2:28][C:29]([O:31][CH2:32][CH3:33])=[O:30])[C:5]([C:7]1[CH:26]=[CH:25][C:10]2[N:11]([CH3:24])[C:12]([CH2:14][NH:15][C:16]3[CH:21]=[CH:20][C:19]([C:22](=[NH:42])[NH2:23])=[CH:18][CH:17]=3)=[N:13][C:9]=2[CH:8]=1)=[O:6])[C:2]#[CH:3]. The catalyst class is: 429. (5) Reactant: C(=O)([O-])[O-].[K+].[K+].Cl.[NH2:8][OH:9].[C:10]([C:12]1([NH:16][S:17]([C:19]([CH3:22])([CH3:21])[CH3:20])=[O:18])[CH2:15][CH2:14][CH2:13]1)#[N:11]. Product: [CH3:20][C:19]([CH3:22])([S:17]([NH:16][C:12]1(/[C:10](=[N:8]/[OH:9])/[NH2:11])[CH2:13][CH2:14][CH2:15]1)=[O:18])[CH3:21]. The catalyst class is: 14. (6) Reactant: [C:1]([CH:3]([CH:7]1[C:11]([Cl:12])=[C:10](Cl)C(=O)O1)[C:4]([NH2:6])=[O:5])#[N:2].Cl.[C:16]1([S:22]([C:25]2[CH:30]=[CH:29][CH:28]=[CH:27][C:26]=2[CH2:31][NH2:32])(=[O:24])=[O:23])[CH:21]=[CH:20][CH:19]=[CH:18][CH:17]=1.C(=O)([O-])[O-].[K+].[K+].[OH-].[Na+]. Product: [ClH:12].[Cl:12][C:11]1[CH:7]=[C:3]([C:4]([NH2:6])=[O:5])[C:1](=[NH:2])[N:32]([CH2:31][C:26]2[CH:27]=[CH:28][CH:29]=[CH:30][C:25]=2[S:22]([C:16]2[CH:17]=[CH:18][CH:19]=[CH:20][CH:21]=2)(=[O:24])=[O:23])[CH:10]=1. The catalyst class is: 8. (7) Reactant: [CH3:1][O:2][C:3]1[CH:8]=[CH:7][C:6]([C@H:9]([N:11]2[CH2:15][CH2:14][CH2:13][C@H:12]2[C:16]2[CH:17]=[N:18][CH:19]=[C:20](B3OC(C)(C)C(C)(C)O3)[CH:21]=2)[CH3:10])=[CH:5][CH:4]=1.[C:31]([O:35][C:36]([N:38]1[C:46]2[C:41](=[CH:42][CH:43]=[CH:44][CH:45]=2)[C:40](Br)=[CH:39]1)=[O:37])([CH3:34])([CH3:33])[CH3:32].C([O-])([O-])=O.[Na+].[Na+].C1(C)C=CC=CC=1. Product: [C:31]([O:35][C:36]([N:38]1[C:46]2[C:41](=[CH:42][CH:43]=[CH:44][CH:45]=2)[C:40]([C:20]2[CH:19]=[N:18][CH:17]=[C:16]([C@@H:12]3[CH2:13][CH2:14][CH2:15][N:11]3[CH:9]([C:6]3[CH:7]=[CH:8][C:3]([O:2][CH3:1])=[CH:4][CH:5]=3)[CH3:10])[CH:21]=2)=[CH:39]1)=[O:37])([CH3:34])([CH3:32])[CH3:33]. The catalyst class is: 8. (8) Reactant: [NH2:1][CH2:2][CH2:3][C:4]1[C:12]2[C:7](=[CH:8][CH:9]=[CH:10][CH:11]=2)[NH:6][C:5]=1[C:13]1([C:26]2[NH:27][C:28]3[C:33]([C:34]=2[CH3:35])=[CH:32][CH:31]=[CH:30][CH:29]=3)[CH2:18][CH2:17][C:16]([N:23]([CH3:25])[CH3:24])([CH2:19][CH2:20][CH2:21][CH3:22])[CH2:15][CH2:14]1.C(N(CC)CC)C.[CH:43]1([S:48](Cl)(=[O:50])=[O:49])[CH2:47][CH2:46][CH2:45][CH2:44]1.[OH-].[Na+]. Product: [CH2:19]([C:16]1([N:23]([CH3:25])[CH3:24])[CH2:17][CH2:18][C:13]([C:5]2[NH:6][C:7]3[C:12]([C:4]=2[CH2:3][CH2:2][NH:1][S:48]([CH:43]2[CH2:47][CH2:46][CH2:45][CH2:44]2)(=[O:50])=[O:49])=[CH:11][CH:10]=[CH:9][CH:8]=3)([C:26]2[NH:27][C:28]3[C:33]([C:34]=2[CH3:35])=[CH:32][CH:31]=[CH:30][CH:29]=3)[CH2:14][CH2:15]1)[CH2:20][CH2:21][CH3:22]. The catalyst class is: 4. (9) Reactant: [F:1][C:2]1[CH:7]=[C:6]([F:8])[CH:5]=[CH:4][C:3]=1[CH2:9][NH:10][C:11]([C:13]1[C:14](=[O:35])[C:15]([OH:34])=[C:16]2[C:31](=[O:32])[N:20]3[C@H:21]([CH3:30])[CH2:22][CH2:23][N:24]([CH2:25][CH2:26][CH:27]([CH3:29])[CH3:28])[C@H:19]3[CH2:18][N:17]2[CH:33]=1)=[O:12].N[C@H](C)CCN[CH2:41][CH2:42][CH:43]([CH3:45])[CH3:44].[C:47](O)(=O)[CH3:48]. Product: [F:1][C:2]1[CH:7]=[C:6]([F:8])[CH:5]=[CH:4][C:3]=1[CH2:9][NH:10][C:11]([C:13]1[C:14](=[O:35])[C:15]([OH:34])=[C:16]2[C:31](=[O:32])[N:20]3[C@H:21]([CH3:30])[CH2:22][CH2:23][N:24]([CH2:25][CH2:26][CH:27]([CH3:28])[CH3:29])[C@H:19]3[CH2:18][N:17]2[CH:33]=1)=[O:12].[F:1][C:2]1[CH:7]=[C:6]([F:8])[CH:5]=[CH:4][C:3]=1[CH2:9][CH:23]1[CH2:22][C@@H:21]([CH3:30])[N:20]2[C:31](=[O:32])[C:16]3[N:17]([CH:33]=[C:13]([C:11]([NH2:10])=[O:12])[C:14](=[O:35])[C:15]=3[O:34][CH2:45][C:43]3[CH:42]=[CH:41][CH:48]=[CH:47][CH:44]=3)[CH2:18][C@@H:19]2[N:24]1[CH2:25][CH2:26][CH:27]([CH3:29])[CH3:28]. The catalyst class is: 4.